Regression. Given a peptide amino acid sequence and an MHC pseudo amino acid sequence, predict their binding affinity value. This is MHC class II binding data. From a dataset of Peptide-MHC class II binding affinity with 134,281 pairs from IEDB. (1) The peptide sequence is KLRSAGEVEIQFRRV. The MHC is HLA-DPA10301-DPB10402 with pseudo-sequence HLA-DPA10301-DPB10402. The binding affinity (normalized) is 0.209. (2) The peptide sequence is AGWLADRSVRYPI. The MHC is DRB1_0301 with pseudo-sequence DRB1_0301. The binding affinity (normalized) is 0.716. (3) The peptide sequence is NPRQAYANYRDIDLG. The MHC is HLA-DPA10201-DPB10501 with pseudo-sequence HLA-DPA10201-DPB10501. The binding affinity (normalized) is 0. (4) The peptide sequence is PCVFIKRVSNVIIHG. The MHC is DRB1_1501 with pseudo-sequence DRB1_1501. The binding affinity (normalized) is 0.780. (5) The peptide sequence is NAGFKAAVAAAAVVP. The MHC is HLA-DQA10401-DQB10402 with pseudo-sequence HLA-DQA10401-DQB10402. The binding affinity (normalized) is 0.384. (6) The peptide sequence is MAFLRSVSCLAAAVF. The MHC is DRB5_0101 with pseudo-sequence DRB5_0101. The binding affinity (normalized) is 0.391. (7) The peptide sequence is ELGEWVFSAIKSPQA. The MHC is DRB3_0101 with pseudo-sequence DRB3_0101. The binding affinity (normalized) is 0.0927.